From a dataset of Full USPTO retrosynthesis dataset with 1.9M reactions from patents (1976-2016). Predict the reactants needed to synthesize the given product. (1) Given the product [CH3:25][N:22]1[C:23](=[O:24])[C:18]2[C:17]([C:32]([O:34][CH2:35][CH3:36])=[O:33])=[C:16]([CH2:15][C:37]3[C:46]4[C:41](=[CH:42][CH:43]=[CH:44][CH:45]=4)[N:40]=[CH:39][CH:38]=3)[S:31][C:19]=2[N:20]([CH2:27][CH:28]([CH3:30])[CH3:29])[C:21]1=[O:26], predict the reactants needed to synthesize it. The reactants are: FC(F)(F)C(OC(=O)C(F)(F)F)=O.O[CH:15]([C:37]1[C:46]2[C:41](=[CH:42][CH:43]=[CH:44][CH:45]=2)[N:40]=[CH:39][CH:38]=1)[C:16]1[S:31][C:19]2[N:20]([CH2:27][CH:28]([CH3:30])[CH3:29])[C:21](=[O:26])[N:22]([CH3:25])[C:23](=[O:24])[C:18]=2[C:17]=1[C:32]([O:34][CH2:35][CH3:36])=[O:33].C(N(CC)CC)C. (2) Given the product [NH2:2][CH2:1][C:3]1([NH:11][C:12](=[O:18])[O:13][C:14]([CH3:16])([CH3:15])[CH3:17])[CH2:8][CH2:7][S:6](=[O:10])(=[O:9])[CH2:5][CH2:4]1, predict the reactants needed to synthesize it. The reactants are: [C:1]([C:3]1([NH:11][C:12](=[O:18])[O:13][C:14]([CH3:17])([CH3:16])[CH3:15])[CH2:8][CH2:7][S:6](=[O:10])(=[O:9])[CH2:5][CH2:4]1)#[N:2]. (3) Given the product [F:31][C:29]1[CH:30]=[CH:3][CH:4]=[CH:5][C:6]=1[CH2:7][NH:8][CH2:9][CH2:10][NH:11][C:12]([C:14]1[S:15][CH:16]=[CH:17][C:18]=1[NH:19][C:20]1[CH:25]=[CH:24][N:23]=[C:22]2[NH:26][CH:27]=[CH:28][C:21]=12)=[O:13], predict the reactants needed to synthesize it. The reactants are: CO[C:3]1[CH:30]=[CH:29][C:6]([CH2:7][NH:8][CH2:9][CH2:10][NH:11][C:12]([C:14]2[S:15][CH:16]=[CH:17][C:18]=2[NH:19][C:20]2[CH:25]=[CH:24][N:23]=[C:22]3[NH:26][CH:27]=[CH:28][C:21]=23)=[O:13])=[CH:5][CH:4]=1.[F:31]C1C=CC=CC=1C=O. (4) Given the product [CH:1]1([C:6]2[NH:11][C:10](=[O:12])[C:9]3=[C:13]([CH2:14][CH3:15])[N:16]=[C:17]([CH:19]4[CH2:24][CH2:23][CH2:22][CH2:21][CH:20]4[CH3:25])[N:8]3[N:7]=2)[CH2:5][CH2:4][CH2:3][CH2:2]1, predict the reactants needed to synthesize it. The reactants are: [CH:1]1([C:6]2[NH:11][C:10](=[O:12])[C:9]([CH:13]([NH:16][C:17]([CH:19]3[CH2:24][CH2:23][CH2:22][CH2:21][CH:20]3[CH3:25])=O)[CH2:14][CH3:15])=[N:8][N:7]=2)[CH2:5][CH2:4][CH2:3][CH2:2]1.P(Cl)(Cl)(Cl)=O. (5) Given the product [C:1]([O:5][C:6](=[O:34])[N:7]([CH:9]1[CH2:14][CH2:13][CH:12]([N:15]([C:41]([C:40]2[S:39][C:38]3[CH:44]=[CH:45][CH:46]=[CH:47][C:37]=3[C:36]=2[Cl:35])=[O:42])[CH2:16][C:17]2[CH:18]=[C:19]([C:26]3[CH:31]=[CH:30][C:29]([C:32]#[N:33])=[CH:28][CH:27]=3)[CH:20]=[CH:21][C:22]=2[O:23][CH2:24][CH3:25])[CH2:11][CH2:10]1)[CH3:8])([CH3:2])([CH3:3])[CH3:4], predict the reactants needed to synthesize it. The reactants are: [C:1]([O:5][C:6](=[O:34])[N:7]([CH:9]1[CH2:14][CH2:13][CH:12]([NH:15][CH2:16][C:17]2[CH:18]=[C:19]([C:26]3[CH:31]=[CH:30][C:29]([C:32]#[N:33])=[CH:28][CH:27]=3)[CH:20]=[CH:21][C:22]=2[O:23][CH2:24][CH3:25])[CH2:11][CH2:10]1)[CH3:8])([CH3:4])([CH3:3])[CH3:2].[Cl:35][C:36]1[C:37]2[CH:47]=[CH:46][CH:45]=[CH:44][C:38]=2[S:39][C:40]=1[C:41](Cl)=[O:42]. (6) Given the product [C:28]([N:6]1[CH2:5][C@H:4]([CH3:8])[N:3]([C:9]2[O:10][C:11]3[C:12](=[C:14]([C:18]([O:20][CH3:21])=[O:19])[CH:15]=[CH:16][CH:17]=3)[N:13]=2)[C@@H:2]([CH3:1])[CH2:7]1)(=[O:30])[CH3:29], predict the reactants needed to synthesize it. The reactants are: [CH3:1][C@H:2]1[CH2:7][NH:6][CH2:5][C@H:4]([CH3:8])[N:3]1[C:9]1[O:10][C:11]2[C:12](=[C:14]([C:18]([O:20][CH3:21])=[O:19])[CH:15]=[CH:16][CH:17]=2)[N:13]=1.N1C=CC=CC=1.[C:28](Cl)(=[O:30])[CH3:29].